Dataset: Catalyst prediction with 721,799 reactions and 888 catalyst types from USPTO. Task: Predict which catalyst facilitates the given reaction. (1) Reactant: [NH2:1][C:2]1[CH:17]=[CH:16][C:5]([C:6]([O:8][CH2:9][C:10]2[CH:15]=[CH:14][CH:13]=[CH:12][CH:11]=2)=[O:7])=[CH:4][CH:3]=1.[CH3:18][C:19]1([CH3:35])[C:23]([CH3:25])([CH3:24])[O:22][B:21]([C:26]2[CH:27]=[C:28]([CH:32]=[CH:33][CH:34]=2)[C:29](Cl)=[O:30])[O:20]1.C(N(CC)C(C)C)(C)C. Product: [CH3:24][C:23]1([CH3:25])[C:19]([CH3:18])([CH3:35])[O:20][B:21]([C:26]2[CH:27]=[C:28]([CH:32]=[CH:33][CH:34]=2)[C:29]([NH:1][C:2]2[CH:17]=[CH:16][C:5]([C:6]([O:8][CH2:9][C:10]3[CH:15]=[CH:14][CH:13]=[CH:12][CH:11]=3)=[O:7])=[CH:4][CH:3]=2)=[O:30])[O:22]1. The catalyst class is: 2. (2) Reactant: [CH2:1]([O:8][C:9]1[CH:14]=[CH:13][C:12]([C:15]2(O)[CH:20]3[CH2:21][CH2:22][CH2:23][CH:16]2[CH2:17][CH2:18][CH2:19]3)=[CH:11][CH:10]=1)[C:2]1[CH:7]=[CH:6][CH:5]=[CH:4][CH:3]=1. Product: [CH2:1]([O:8][C:9]1[CH:10]=[CH:11][C:12]([CH:15]2[CH:20]3[CH2:21][CH2:22][CH2:23][CH:16]2[CH2:17][CH2:18][CH2:19]3)=[CH:13][CH:14]=1)[C:2]1[CH:3]=[CH:4][CH:5]=[CH:6][CH:7]=1. The catalyst class is: 811. (3) Reactant: [CH3:1][N:2]1[C@@H:12]2[CH2:13][C:14]3[CH:19]=[CH:18][C:17]([O:20][CH3:21])=[C:16]4[O:22][CH:6]5[C:7]([CH:9]=[CH:10][C@:11]2([OH:23])[C@:5]5([C:15]=34)[CH2:4][CH2:3]1)=[O:8].C(O)C.C(O)(=O)C.[H][H]. Product: [CH3:1][N:2]1[C@@H:12]2[CH2:13][C:14]3[CH:19]=[CH:18][C:17]([O:20][CH3:21])=[C:16]4[O:22][C@H:6]5[C@@H:7]([OH:8])[CH2:9][CH2:10][C@:11]2([OH:23])[C@:5]5([C:15]=34)[CH2:4][CH2:3]1. The catalyst class is: 386. (4) Reactant: [Cl:1][C:2]1[N:10]=[C:9]2[C:5]([N:6]=[CH:7][NH:8]2)=[C:4]([NH:11][CH2:12][CH2:13][CH2:14][CH2:15][CH:16]=[C:17]([C:24]2[CH:29]=[CH:28][CH:27]=[CH:26][CH:25]=2)[C:18]2[CH:23]=[CH:22][CH:21]=[CH:20][CH:19]=2)[N:3]=1.[C:30](=O)([O-])[O-].[K+].[K+].CI.O. Product: [Cl:1][C:2]1[N:10]=[C:9]2[C:5]([N:6]=[CH:7][N:8]2[CH3:30])=[C:4]([NH:11][CH2:12][CH2:13][CH2:14][CH2:15][CH:16]=[C:17]([C:24]2[CH:29]=[CH:28][CH:27]=[CH:26][CH:25]=2)[C:18]2[CH:19]=[CH:20][CH:21]=[CH:22][CH:23]=2)[N:3]=1. The catalyst class is: 3. (5) Reactant: [C:1]([O:5][C:6]([NH:8][CH2:9][C@H:10]1[CH2:15][CH2:14][C@H:13]([C:16]([NH:18][C@H:19]([C:37]([NH:39][C:40]2[CH:45]=[CH:44][C:43]([C:46]3[N:47]=[N:48][NH:49][N:50]=3)=[C:42]([F:51])[CH:41]=2)=[O:38])[CH2:20][C:21]2[CH:26]=[CH:25][C:24]([C:27]3[CH:32]=[CH:31][C:30]([C:33](O)=[O:34])=[CH:29][C:28]=3[CH3:36])=[CH:23][CH:22]=2)=[O:17])[CH2:12][CH2:11]1)=[O:7])([CH3:4])([CH3:3])[CH3:2].Cl.[NH2:53][CH:54]1[CH2:58][CH2:57][CH:56]([OH:59])[CH2:55]1.C(N(CC)C(C)C)(C)C.F[P-](F)(F)(F)(F)F.CN(C(ON1C2=NC=CC=C2N=N1)=[N+](C)C)C. Product: [F:51][C:42]1[CH:41]=[C:40]([NH:39][C:37](=[O:38])[C@@H:19]([NH:18][C:16]([C@H:13]2[CH2:12][CH2:11][C@H:10]([CH2:9][NH:8][C:6](=[O:7])[O:5][C:1]([CH3:3])([CH3:2])[CH3:4])[CH2:15][CH2:14]2)=[O:17])[CH2:20][C:21]2[CH:26]=[CH:25][C:24]([C:27]3[CH:32]=[CH:31][C:30]([C:33](=[O:34])[NH:53][CH:54]4[CH2:58][CH2:57][CH:56]([OH:59])[CH2:55]4)=[CH:29][C:28]=3[CH3:36])=[CH:23][CH:22]=2)[CH:45]=[CH:44][C:43]=1[C:46]1[N:47]=[N:48][NH:49][N:50]=1. The catalyst class is: 9. (6) Reactant: Cl.[NH2:2][CH2:3][C:4]1[CH:12]=[CH:11][CH:10]=[C:9]2[C:5]=1[C:6](=[O:22])[N:7]([CH:14]1[CH2:19][CH2:18][C:17](=[O:20])[NH:16][C:15]1=[O:21])[C:8]2=[O:13].N12CCCN=C1CCCCC2.[Cl:34][C:35]1[CH:36]=[C:37]([CH:41]=[CH:42][C:43]=1[CH3:44])[C:38](O)=[O:39].Cl.CN(C)CCCN=C=NCC. Product: [Cl:34][C:35]1[CH:36]=[C:37]([CH:41]=[CH:42][C:43]=1[CH3:44])[C:38]([NH:2][CH2:3][C:4]1[CH:12]=[CH:11][CH:10]=[C:9]2[C:5]=1[C:6](=[O:22])[N:7]([CH:14]1[CH2:19][CH2:18][C:17](=[O:20])[NH:16][C:15]1=[O:21])[C:8]2=[O:13])=[O:39]. The catalyst class is: 23. (7) Reactant: [CH3:1][O:2][C:3]1[CH:8]=[CH:7][C:6]([N+:9]([O-])=O)=[CH:5][C:4]=1[N:12]1[CH2:17][CH2:16][O:15][CH2:14][CH2:13]1. Product: [CH3:1][O:2][C:3]1[CH:8]=[CH:7][C:6]([NH2:9])=[CH:5][C:4]=1[N:12]1[CH2:17][CH2:16][O:15][CH2:14][CH2:13]1. The catalyst class is: 8.